This data is from Full USPTO retrosynthesis dataset with 1.9M reactions from patents (1976-2016). The task is: Predict the reactants needed to synthesize the given product. (1) Given the product [CH:26]1([NH:32][C:33]([NH:6][CH2:7][C:8]2[CH:9]=[C:10]3[C:14](=[CH:15][CH:16]=2)[C:13](=[O:17])[N:12]([CH:18]2[CH2:23][CH2:22][C:21](=[O:24])[NH:20][C:19]2=[O:25])[CH2:11]3)=[O:34])[CH2:31][CH2:30][CH2:29][CH2:28][CH2:27]1, predict the reactants needed to synthesize it. The reactants are: CS(O)(=O)=O.[NH2:6][CH2:7][C:8]1[CH:9]=[C:10]2[C:14](=[CH:15][CH:16]=1)[C:13](=[O:17])[N:12]([CH:18]1[CH2:23][CH2:22][C:21](=[O:24])[NH:20][C:19]1=[O:25])[CH2:11]2.[CH:26]1([N:32]=[C:33]=[O:34])[CH2:31][CH2:30][CH2:29][CH2:28][CH2:27]1.C(N(CC)CC)C.Cl. (2) Given the product [CH:1]1([CH:7]([NH:27][C:28]2[CH:29]=[CH:30][C:31]([C:34]([N:36]([CH3:44])[CH2:37][CH2:38][C:39]([OH:41])=[O:40])=[O:35])=[CH:32][CH:33]=2)[C:9]2[C:10]([CH:24]([CH3:26])[CH3:25])=[N:11][N:12]([C:14]3[CH:19]=[CH:18][C:17]([C:20]([F:23])([F:22])[F:21])=[CH:16][N:15]=3)[CH:13]=2)[CH2:6][CH2:5][CH2:4][CH2:3][CH2:2]1, predict the reactants needed to synthesize it. The reactants are: [CH:1]1([CH:7]([C:9]2[C:10]([CH:24]([CH3:26])[CH3:25])=[N:11][N:12]([C:14]3[CH:19]=[CH:18][C:17]([C:20]([F:23])([F:22])[F:21])=[CH:16][N:15]=3)[CH:13]=2)O)[CH2:6][CH2:5][CH2:4][CH2:3][CH2:2]1.[NH2:27][C:28]1[CH:33]=[CH:32][C:31]([C:34]([N:36]([CH3:44])[CH2:37][CH2:38][C:39]([O:41]CC)=[O:40])=[O:35])=[CH:30][CH:29]=1. (3) Given the product [F:44][C:15]1[CH:16]=[C:17]([C:21](=[O:43])[NH:22][C:23]2[S:24][CH:25]=[C:26]([C:28]3[CH:33]=[CH:32][CH:31]=[C:30]([CH:34]([O:40][CH3:41])[CH2:35][CH2:36][CH2:37][CH2:38][CH3:39])[C:29]=3[F:42])[N:27]=2)[CH:18]=[C:19]([F:20])[C:14]=1[CH:13]=[C:12]([CH3:45])[C:11]([OH:46])=[O:10], predict the reactants needed to synthesize it. The reactants are: C1COCC1.[OH-].[Na+].C([O:10][C:11](=[O:46])[C:12]([CH3:45])=[CH:13][C:14]1[C:19]([F:20])=[CH:18][C:17]([C:21](=[O:43])[NH:22][C:23]2[S:24][CH:25]=[C:26]([C:28]3[CH:33]=[CH:32][CH:31]=[C:30]([CH:34]([O:40][CH3:41])[CH2:35][CH2:36][CH2:37][CH2:38][CH3:39])[C:29]=3[F:42])[N:27]=2)=[CH:16][C:15]=1[F:44])C.Cl.